This data is from Experimentally validated miRNA-target interactions with 360,000+ pairs, plus equal number of negative samples. The task is: Binary Classification. Given a miRNA mature sequence and a target amino acid sequence, predict their likelihood of interaction. (1) The miRNA is hsa-miR-4278 with sequence CUAGGGGGUUUGCCCUUG. The protein sequence of the target gene is MEESSSVAMLVPDIGEQEAILTAESIISPSLEIDEQRKTKPDPLIHVIQKLSKIVENEKSQKCLLIGKKRPRSSAATHSLETQELCEIPAKVIQSPAADTRRAEMSQTNFTPDTLAQNEGKAMSYQCSLCKFLSSSFSVLKDHIKQHGQQNEVILMCSECHITSRSQEELEAHVVNDHDNDANIHTQSKAQQCVSPSSSLCRKTTERNETIPDIPVSVDNLQTHTVQTASVAEMGRRKWYAYEQYGMYRCLFCSYTCGQQRMLKTHAWKHAGEVDCSYPIFENENEPLGLLDSSAAAAPG.... Result: 0 (no interaction). (2) Result: 1 (interaction). The miRNA is hsa-miR-6501-5p with sequence AGUUGCCAGGGCUGCCUUUGGU. The protein sequence of the target gene is MQVDPPLHGPPNDFLIFQIIPLHSLSIMPRFLWILCFSMEETQGELTSSCGSKTMANVSLAFRDVSIDLSQEEWECLDAVQRDLYKDVMLENYSNLVSLGYTIPKPDVITLLEQEKEPWIVMREGTRNWFTDLEYKYITKNLLSEKNVCKIYLSQLQTGEKSKNTIHEDTIFRNGLQCKHEFERQERHQMGCVSQMLIQKQISHPLHPKIHAREKSYECKECRKAFRQQSYLIQHLRIHTGERPYKCMECGKAFCRVGDLRVHHTIHAGERPYECKECGKAFRLHYHLTEHQRIHSGVKP.... (3) The miRNA is hsa-miR-3714 with sequence GAAGGCAGCAGUGCUCCCCUGU. The protein sequence of the target gene is MHLIDYLLLLLVGLLALSHGQLHVEHDGESCSNSSHQQILETGEGSPSLKIAPANADFAFRFYYLIASETPGKNIFFSPLSISAAYAMLSLGACSHSRSQILEGLGFNLTELSESDVHRGFQHLLHTLNLPGHGLETRVGSALFLSHNLKFLAKFLNDTMAVYEAKLFHTNFYDTVGTIQLINDHVKKETRGKIVDLVSELKKDVLMVLVNYIYFKALWEKPFISSRTTPKDFYVDENTTVRVPMMLQDQEHHWYLHDRYLPCSVLRMDYKGDATVFFILPNQGKMREIEEVLTPEMLMR.... Result: 0 (no interaction). (4) The miRNA is mmu-miR-3106-5p with sequence UGGCUCAUUUAGAAGCAGCCA. The protein sequence of the target gene is MRRFLLLYATQQGQAKAIAEEICEQAVVHGFSADLHCISESDKYDLKTETAPLVVVVSTTGTGDPPDTARKFVKEIQNQTLPVDFFAHLRYGLLGLGDSEYTYFCNGGKIIDKRLQELGARHFYDTGHADDCVGLELVVEPWIAGLWPALRKHFRSSRGQEEISGALPVASPASSRTDLVKSELLHIESQVELLRFDDSGRKDSEVLKQNAVNSNQSNVVIEDFESSLTRSVPPLSQASLNIPGLPPEYLQVHLQESLGQEESQVSVTSADPVFQVPISKAVQLTTNDAIKTTLLVELDI.... Result: 0 (no interaction). (5) The miRNA is mmu-miR-375-3p with sequence UUUGUUCGUUCGGCUCGCGUGA. Result: 0 (no interaction). The protein sequence of the target gene is MGTRLPLVLRQLRRPPQPPGPPRRLRVPCRASSGGGGGGGGGREGLLGQRRPQDGQARSSCSPGGRTPAARDSIVREVIQNSKEVLSLLQEKNPAFKPVLAIIQAGDDNLMQEINQNLAEEAGLNITHICLPPDSSEAEIIDEILKINEDTRVHGLALQISENLFSNKVLNALKPEKDVDGVTDINLGKLVRGDAHECFVSPVAKAVIELLEKSGVNLDGKKILVVGAHGSLEAALQCLFQRKGSMTMSIQWKTRQLQSKLHEADIVVLGSPKPEEIPLTWIQPGTTVLNCSHDFLSGKV.... (6) The miRNA is mmu-miR-1198-5p with sequence UAUGUGUUCCUGGCUGGCUUGG. The protein sequence of the target gene is MHHEELILTLCILIVKSASKSCIHRSQIHVVEGEPFYLKPCGISAPVHRNETATMRWFKGSASHEYRELNNRSSPRVTFHDHTLEFWPVEMEDEGTYISQVGNDRRNWTLNVTKRNKHSCFSDKLVTSRDVEVNKSLHITCKNPNYEELIQDTWLYKNCKEISKTPRILKDAEFGDEGYYSCVFSVHHNGTRYNITKTVNITVIEGRSKVTPAILGPKCEKVGVELGKDVELNCSASLNKDDLFYWSIRKEDSSDPNVQEDRKETTTWISEGKLHASKILRFQKITENYLNVLYNCTVAN.... Result: 1 (interaction).